From a dataset of Reaction yield outcomes from USPTO patents with 853,638 reactions. Predict the reaction yield, written as a fraction of the theoretical maximum amount of product (1.0 means a 100% yield; for example, 0.34 means a 34% yield). (1) The yield is 0.136. The product is [C:20]1([CH:7]([C:1]2[CH:2]=[CH:3][CH:4]=[CH:5][CH:6]=2)[CH2:8][CH2:9][NH:10][C:11]([C:12]2[CH:17]=[CH:16][C:15](=[O:18])[N:14]([CH2:28][C:29]3[CH:30]=[N:31][CH:32]=[CH:33][CH:34]=3)[CH:13]=2)=[O:19])[CH:25]=[CH:24][CH:23]=[CH:22][CH:21]=1. No catalyst specified. The reactants are [C:1]1([CH:7]([C:20]2[CH:25]=[CH:24][CH:23]=[CH:22][CH:21]=2)[CH2:8][CH2:9][NH:10][C:11](=[O:19])[C:12]2[CH:17]=[CH:16][C:15]([OH:18])=[N:14][CH:13]=2)[CH:6]=[CH:5][CH:4]=[CH:3][CH:2]=1.Br.Br[CH2:28][C:29]1[CH:30]=[N:31][CH:32]=[CH:33][CH:34]=1. (2) The reactants are [CH3:1][C:2]1[S:3][C:4]([C:10]2[CH:15]=[CH:14][CH:13]=[CH:12][CH:11]=2)=[C:5]([C:7]([OH:9])=O)[N:6]=1.C(Cl)(=O)C(Cl)=O.[CH3:22][O:23][C:24]1[C:25]2[N:26]([CH:30]=[C:31]([CH2:33][C@@H:34]3[CH2:39][CH2:38][CH2:37][CH2:36][NH:35]3)[N:32]=2)[CH:27]=[CH:28][CH:29]=1. The catalyst is C(Cl)Cl.CN(C=O)C. The product is [CH3:22][O:23][C:24]1[C:25]2[N:26]([CH:30]=[C:31]([CH2:33][C@@H:34]3[CH2:39][CH2:38][CH2:37][CH2:36][N:35]3[C:7]([C:5]3[N:6]=[C:2]([CH3:1])[S:3][C:4]=3[C:10]3[CH:15]=[CH:14][CH:13]=[CH:12][CH:11]=3)=[O:9])[N:32]=2)[CH:27]=[CH:28][CH:29]=1. The yield is 0.0900. (3) The reactants are [H-].[Na+].[F:3][C:4]1[C:9]([F:10])=[CH:8][CH:7]=[CH:6][C:5]=1[CH:11]([OH:25])[C@@H:12]1[CH2:17][CH2:16][CH2:15][N:14]([C:18]([O:20][C:21]([CH3:24])([CH3:23])[CH3:22])=[O:19])[CH2:13]1.Br[CH2:27][C:28]([O:30][CH2:31][CH3:32])=[O:29].[NH4+].[Cl-]. The catalyst is C1COCC1. The product is [F:3][C:4]1[C:9]([F:10])=[CH:8][CH:7]=[CH:6][C:5]=1[CH:11]([O:25][CH2:27][C:28]([O:30][CH2:31][CH3:32])=[O:29])[C@@H:12]1[CH2:17][CH2:16][CH2:15][N:14]([C:18]([O:20][C:21]([CH3:22])([CH3:24])[CH3:23])=[O:19])[CH2:13]1. The yield is 0.790. (4) The reactants are C([O:3][C:4]([C:6]1[S:7][CH:8]=[C:9]([C:11]2[CH:16]=[CH:15][C:14]([O:17][CH3:18])=[C:13]([O:19][CH3:20])[CH:12]=2)[N:10]=1)=[O:5])C.[OH-].[Na+].Cl. The catalyst is CO. The product is [CH3:20][O:19][C:13]1[CH:12]=[C:11]([C:9]2[N:10]=[C:6]([C:4]([OH:5])=[O:3])[S:7][CH:8]=2)[CH:16]=[CH:15][C:14]=1[O:17][CH3:18]. The yield is 0.900. (5) The reactants are Br[C:2]1[CH:14]=[CH:13][C:5]([O:6][CH2:7][CH2:8][NH:9][C:10](=[O:12])[CH3:11])=[CH:4][CH:3]=1.[CH3:15][C:16]1([CH3:30])[CH2:21][O:20][B:19]([B:19]2[O:20][CH2:21][C:16]([CH3:30])([CH3:15])[CH2:17][O:18]2)[O:18][CH2:17]1.CC([O-])=O.[K+].C(OCC)(=O)C. The catalyst is O1CCOCC1.C1C=CC(P(C2C=CC=CC=2)[C-]2C=CC=C2)=CC=1.C1C=CC(P(C2C=CC=CC=2)[C-]2C=CC=C2)=CC=1.Cl[Pd]Cl.[Fe+2]. The product is [CH3:15][C:16]1([CH3:30])[CH2:21][O:20][B:19]([C:2]2[CH:14]=[CH:13][C:5]([O:6][CH2:7][CH2:8][NH:9][C:10](=[O:12])[CH3:11])=[CH:4][CH:3]=2)[O:18][CH2:17]1. The yield is 0.440. (6) The catalyst is O. The product is [NH2:4][C@H:5]([C:10]([OH:12])=[O:11])[CH2:6][CH2:7][S:8][CH3:9]. The yield is 0.997. The reactants are C([NH:4][CH:5]([C:10]([OH:12])=[O:11])[CH2:6][CH2:7][S:8][CH3:9])(=O)C. (7) The reactants are C1([N:7]2[CH:11]=[C:10]([C:12]3[CH:17]=[CH:16][N:15]=[CH:14][CH:13]=3)[C:9]([C:18]3[CH:19]=[C:20]([NH2:24])[CH:21]=[CH:22][CH:23]=3)=[N:8]2)C=CC=CC=1.[Cl:25][C:26]1[CH:31]=[CH:30][C:29]([N:32]=[C:33]=[O:34])=[CH:28][C:27]=1[C:35]([F:38])([F:37])[F:36]. The catalyst is ClCCl. The product is [Cl:25][C:26]1[CH:31]=[CH:30][C:29]([NH:32][C:33]([NH:24][C:20]2[CH:21]=[CH:22][CH:23]=[C:18]([C:9]3[N:8]([C:18]4[CH:19]=[CH:20][CH:21]=[CH:22][CH:23]=4)[N:7]=[CH:11][C:10]=3[C:12]3[CH:13]=[CH:14][N:15]=[CH:16][CH:17]=3)[CH:19]=2)=[O:34])=[CH:28][C:27]=1[C:35]([F:36])([F:37])[F:38]. The yield is 0.780. (8) The reactants are [CH2:1]([C:4]1[N:8]([CH2:9][C:10]2[CH:30]=[CH:29][C:13]3[C:14](=[CH:23]/[C:24](/[NH:27][OH:28])=[N:25]\[H])[C:15]4[CH:22]=[CH:21][CH:20]=[CH:19][C:16]=4[CH2:17][CH2:18][C:12]=3[CH:11]=2)[C:7]2[CH:31]=[CH:32][CH:33]=[CH:34][C:6]=2[N:5]=1)[CH2:2][CH3:3].C(N(CC)CC)C.[F:42][C:43]([F:54])([F:53])[C:44](O[C:44](=O)[C:43]([F:54])([F:53])[F:42])=O.O. The catalyst is ClCCl. The product is [CH2:1]([C:4]1[N:8]([CH2:9][C:10]2[CH:30]=[CH:29][C:13]3/[C:14](=[CH:23]/[C:24]4[N:25]=[C:44]([C:43]([F:54])([F:53])[F:42])[O:28][N:27]=4)/[C:15]4[CH:22]=[CH:21][CH:20]=[CH:19][C:16]=4[CH2:17][CH2:18][C:12]=3[CH:11]=2)[C:7]2[CH:31]=[CH:32][CH:33]=[CH:34][C:6]=2[N:5]=1)[CH2:2][CH3:3]. The yield is 0.490. (9) The reactants are [S:1]1[C:5]([C:6](=[O:10])[CH:7](Br)[Br:8])=[CH:4][C:3]2[CH:11]=[CH:12][C:13]3[C:18]([C:2]1=2)=[CH:17][CH:16]=[C:15]([C:19](=[O:23])[CH:20](Br)[Br:21])[CH:14]=3.P([O-])(OCC)OCC.C(N(CC)CC)C. The catalyst is C1COCC1. The product is [S:1]1[C:5]([C:6](=[O:10])[CH2:7][Br:8])=[CH:4][C:3]2[CH:11]=[CH:12][C:13]3[C:18]([C:2]1=2)=[CH:17][CH:16]=[C:15]([C:19](=[O:23])[CH2:20][Br:21])[CH:14]=3. The yield is 0.840. (10) The reactants are [NH2:1][C:2]1[CH:3]=[C:4]([CH:8]=[CH:9][C:10]=1[NH2:11])[C:5]([OH:7])=[O:6].[N:12]([O-])=O.[Na+]. The catalyst is CC(O)=O. The product is [NH:11]1[C:10]2[CH:9]=[CH:8][C:4]([C:5]([OH:7])=[O:6])=[CH:3][C:2]=2[N:1]=[N:12]1. The yield is 0.910.